Predict which catalyst facilitates the given reaction. From a dataset of Catalyst prediction with 721,799 reactions and 888 catalyst types from USPTO. (1) Reactant: [Cl:1][C:2]1[CH:7]=[C:6]([OH:8])[C:5]([Cl:9])=[CH:4][C:3]=1[CH:10]=[CH:11][C:12]([O:14][C:15]([CH3:18])([CH3:17])[CH3:16])=[O:13]. Product: [Cl:1][C:2]1[CH:7]=[C:6]([OH:8])[C:5]([Cl:9])=[CH:4][C:3]=1[CH2:10][CH2:11][C:12]([O:14][C:15]([CH3:18])([CH3:17])[CH3:16])=[O:13]. The catalyst class is: 50. (2) Reactant: [Cl:1][C:2]1[CH:3]=[C:4]2[C:8](=[C:9]([N:11]3[CH2:16][CH2:15][N:14](C)[CH2:13][CH2:12]3)[CH:10]=1)[NH:7][CH:6]=[C:5]2[S:18]([C:21]1[CH:26]=[CH:25][CH:24]=[C:23]([Cl:27])[CH:22]=1)(=[O:20])=[O:19].ClC(OC(Cl)C)=O.CCN(C(C)C)C(C)C.C(=O)([O-])[O-].[K+].[K+]. Product: [Cl:1][C:2]1[CH:3]=[C:4]2[C:8](=[C:9]([N:11]3[CH2:12][CH2:13][NH:14][CH2:15][CH2:16]3)[CH:10]=1)[NH:7][CH:6]=[C:5]2[S:18]([C:21]1[CH:26]=[CH:25][CH:24]=[C:23]([Cl:27])[CH:22]=1)(=[O:19])=[O:20]. The catalyst class is: 98. (3) Reactant: [O:1]1[CH2:6][CH2:5][N:4]([C:7]2[CH:8]=[N:9][C:10]3[C:15]([CH:16]=2)=[CH:14][C:13]([S:17][C:18]2[N:22]4[CH:23]=[C:24]([C:27](=O)[CH3:28])[CH:25]=[CH:26][C:21]4=[N:20][N:19]=2)=[CH:12][CH:11]=3)[CH2:3][CH2:2]1.Cl.[NH2:31][OH:32].Cl. Product: [O:1]1[CH2:2][CH2:3][N:4]([C:7]2[CH:8]=[N:9][C:10]3[C:15]([CH:16]=2)=[CH:14][C:13]([S:17][C:18]2[N:22]4[CH:23]=[C:24](/[C:27](=[N:31]/[OH:32])/[CH3:28])[CH:25]=[CH:26][C:21]4=[N:20][N:19]=2)=[CH:12][CH:11]=3)[CH2:5][CH2:6]1. The catalyst class is: 14.